Predict the reaction yield, written as a fraction of the theoretical maximum amount of product (1.0 means a 100% yield; for example, 0.34 means a 34% yield). From a dataset of Reaction yield outcomes from USPTO patents with 853,638 reactions. (1) The reactants are [N+:1]([C:4]1[CH:25]=[CH:24][CH:23]=[CH:22][C:5]=1[CH2:6][CH2:7][NH:8][CH:9]1[CH2:14][CH2:13][N:12]([CH2:15][C:16]2[CH:21]=[CH:20][CH:19]=[CH:18][CH:17]=2)[CH2:11][CH2:10]1)([O-])=O.[H][H]. The catalyst is CO.[Pt](=O)=O. The product is [NH2:1][C:4]1[CH:25]=[CH:24][CH:23]=[CH:22][C:5]=1[CH2:6][CH2:7][NH:8][CH:9]1[CH2:14][CH2:13][N:12]([CH2:15][C:16]2[CH:21]=[CH:20][CH:19]=[CH:18][CH:17]=2)[CH2:11][CH2:10]1. The yield is 1.00. (2) The reactants are [F:1][C:2]1([F:60])[CH2:7][CH2:6][CH:5]([C:8]2[C:17]3[CH:16]([O:18]CC4C=CC(OC)=CC=4)[CH2:15][C:14]([CH3:29])([CH3:28])[CH2:13][C:12]=3[N:11]=[C:10]([CH:30]3[CH2:35][CH2:34][N:33]([C:36]4[N:41]=[CH:40][C:39](N5CCOCC5)=[CH:38][N:37]=4)[CH2:32][CH2:31]3)[C:9]=2[CH:48]([F:59])[C:49]2[CH:54]=[CH:53][C:52]([C:55]([F:58])([F:57])[F:56])=[CH:51][CH:50]=2)[CH2:4][CH2:3]1.Cl.C(=O)([O-])[OH:63].[Na+].[OH-].[Na+]. The catalyst is O1CCOCC1.CO. The product is [F:1][C:2]1([F:60])[CH2:3][CH2:4][CH:5]([C:8]2[C:17]3[CH:16]([OH:18])[CH2:15][C:14]([CH3:28])([CH3:29])[CH2:13][C:12]=3[N:11]=[C:10]([CH:30]3[CH2:35][CH2:34][N:33]([C:36]4[N:41]=[CH:40][C:39]([OH:63])=[CH:38][N:37]=4)[CH2:32][CH2:31]3)[C:9]=2[CH:48]([F:59])[C:49]2[CH:54]=[CH:53][C:52]([C:55]([F:58])([F:57])[F:56])=[CH:51][CH:50]=2)[CH2:6][CH2:7]1. The yield is 0.780. (3) The reactants are [NH:1]([C:7]([O:9][C:10]([CH3:13])([CH3:12])[CH3:11])=[O:8])[C@H:2]([C:4]([OH:6])=O)[CH3:3].C1[CH:15]=[CH:16][C:17]2N(O)N=[N:20][C:18]=2C=1.CN(C(ON1N=NC2C=CC=CC1=2)=[N+](C)C)C.F[P-](F)(F)(F)(F)F.CCN(C(C)C)C(C)C. The catalyst is CN(C=O)C.O. The product is [CH2:18]([NH:20][C:4](=[O:6])[C@@H:2]([NH:1][C:7](=[O:8])[O:9][C:10]([CH3:13])([CH3:12])[CH3:11])[CH3:3])[CH2:17][CH:16]=[CH2:15]. The yield is 0.910. (4) The reactants are N1C=CC=CC=1.[CH2:7]([O:14][N:15]1[C:21](=[O:22])[N:20]2[CH2:23][C@H:16]1[CH2:17][CH2:18][C@H:19]2[C:24]([NH:26][NH:27][C:28]([N:30]1[CH2:35][CH2:34][O:33][CH2:32][CH2:31]1)=O)=[O:25])[C:8]1[CH:13]=[CH:12][CH:11]=[CH:10][CH:9]=1.O(S(C(F)(F)F)(=O)=O)S(C(F)(F)F)(=O)=O.C([O-])(O)=O.[Na+]. The catalyst is C(Cl)Cl. The product is [CH2:7]([O:14][N:15]1[C:21](=[O:22])[N:20]2[CH2:23][C@H:16]1[CH2:17][CH2:18][C@H:19]2[C:24]1[O:25][C:28]([N:30]2[CH2:31][CH2:32][O:33][CH2:34][CH2:35]2)=[N:27][N:26]=1)[C:8]1[CH:9]=[CH:10][CH:11]=[CH:12][CH:13]=1. The yield is 0.330. (5) The reactants are Br[C:2]1[CH:3]=[CH:4][C:5]([O:16][CH3:17])=[C:6]([CH:15]=1)[O:7][Si:8]([C:11]([CH3:14])([CH3:13])[CH3:12])([CH3:10])[CH3:9].C([Li])CCC.[CH3:23][O:24][C:25]1[CH:26]=[C:27]([CH:30]=[C:31]([O:33][CH3:34])[CH:32]=1)[CH:28]=[O:29]. No catalyst specified. The product is [C:11]([Si:8]([CH3:10])([CH3:9])[O:7][C:6]1[CH:15]=[C:2]([CH:28]([C:27]2[CH:30]=[C:31]([O:33][CH3:34])[CH:32]=[C:25]([O:24][CH3:23])[CH:26]=2)[OH:29])[CH:3]=[CH:4][C:5]=1[O:16][CH3:17])([CH3:14])([CH3:13])[CH3:12]. The yield is 0.690. (6) The product is [CH2:13]([C:2]1[CH:3]=[C:4]2[C:8](=[CH:9][CH:10]=1)[NH:7][C:6]([CH:11]=[O:12])=[CH:5]2)[CH2:14][CH:15]([CH3:17])[CH3:16]. The yield is 0.370. No catalyst specified. The reactants are Br[C:2]1[CH:3]=[C:4]2[C:8](=[CH:9][CH:10]=1)[NH:7][C:6]([CH:11]=[O:12])=[CH:5]2.[CH2:13](B(O)O)[CH2:14][CH:15]([CH3:17])[CH3:16]. (7) The reactants are Cl[CH2:2][C:3]1[O:4][C:5]([C:8]2[CH:9]=[CH:10][C:11]3[O:15][CH:14]=[C:13]([C:16]4[CH:21]=[CH:20][CH:19]=[C:18]([O:22][C:23]([F:26])([F:25])[F:24])[CH:17]=4)[C:12]=3[CH:27]=2)=[N:6][N:7]=1.[I-].[K+].[CH3:30][NH2:31].O1CCCC1. The catalyst is C(OCC)(=O)C. The product is [CH3:30][NH:31][CH2:2][C:3]1[O:4][C:5]([C:8]2[CH:9]=[CH:10][C:11]3[O:15][CH:14]=[C:13]([C:16]4[CH:21]=[CH:20][CH:19]=[C:18]([O:22][C:23]([F:26])([F:25])[F:24])[CH:17]=4)[C:12]=3[CH:27]=2)=[N:6][N:7]=1. The yield is 0.670.